This data is from Forward reaction prediction with 1.9M reactions from USPTO patents (1976-2016). The task is: Predict the product of the given reaction. (1) Given the reactants [NH2:1][C:2]1[CH:3]=[CH:4][C:5]([CH3:21])=[C:6]([C:8]2[CH:13]=[CH:12][C:11]([C:14]([NH:16][CH2:17][CH:18]3[CH2:20][CH2:19]3)=[O:15])=[CH:10][CH:9]=2)[CH:7]=1.[CH2:22]([N:24]1[C:28]([C:29](O)=[O:30])=[CH:27][C:26]([C:32]2[S:33][CH:34]=[CH:35][CH:36]=2)=[N:25]1)[CH3:23], predict the reaction product. The product is: [CH:18]1([CH2:17][NH:16][C:14]([C:11]2[CH:12]=[CH:13][C:8]([C:6]3[C:5]([CH3:21])=[CH:4][CH:3]=[C:2]([NH:1][C:29]([C:28]4[N:24]([CH2:22][CH3:23])[N:25]=[C:26]([C:32]5[S:33][CH:34]=[CH:35][CH:36]=5)[CH:27]=4)=[O:30])[CH:7]=3)=[CH:9][CH:10]=2)=[O:15])[CH2:20][CH2:19]1. (2) Given the reactants [OH:1][C:2]1[CH:7]=[CH:6][N:5]=[CH:4][CH:3]=1.[CH3:8][Si:9]([CH2:12][CH2:13][O:14][CH2:15]Cl)([CH3:11])[CH3:10].C(=O)([O-])[O-].[Cs+].[Cs+], predict the reaction product. The product is: [CH3:8][Si:9]([CH2:12][CH2:13][O:14][CH2:15][N:5]1[CH:6]=[CH:7][C:2](=[O:1])[CH:3]=[CH:4]1)([CH3:11])[CH3:10].